Task: Regression. Given a target protein amino acid sequence and a drug SMILES string, predict the binding affinity score between them. We predict pKd (pKd = -log10(Kd in M); higher means stronger binding). Dataset: bindingdb_kd.. Dataset: Drug-target binding data from BindingDB using Kd measurements (1) The small molecule is Cc1cc(Cl)ccc1COc1ccnn1-c1cc(C(=O)O)ccn1. The target protein sequence is MAGVGPGGYAAEFVPPPECPVFEPSWEEFTDPLSFIGRIRPLAEKTGICKIRPPKDWQPPFACEVKSFRFTPRVQRLNELEAMTRVRLDFLDQLAKFWELQGSTLKIPVVERKILDLYALSKIVASKGGFEMVTKEKKWSKVGSRLGYLPGKGTGSLLKSHYERILYPYELFQSGVSLMGVQMPNLDLKEKVEPEVLSTDTQTSPEPGTRMNILPKRTRRVKTQSESGDVSRNTELKKLQIFGAGPKVVGLAMGTKDKEDEVTRRRKVTNRSDAFNMQMRQRKGTLSVNFVDLYVCMFCGRGNNEDKLLLCDGCDDSYHTFCLIPPLPDVPKGDWRCPKCVAEECSKPREAFGFEQAVREYTLQSFGEMADNFKSDYFNMPVHMVPTELVEKEFWRLVSSIEEDVIVEYGADISSKDFGSGFPVKDGRRKILPEEEEYALSGWNLNNMPVLEQSVLAHINVDISGMKVPWLYVGMCFSSFCWHIEDHWSYSINYLHWGEP.... The pKd is 7.2. (2) The pKd is 7.8. The target protein sequence is MGSSKSKPKDPSQRRRSLEPPDSTHHGGFPASQTPNKTAAPDTHRTPSRSFGTVATEPKLFGGFNTSDTVTSPQRAGALAGGVTTFVALYDYESRTETDLSFKKGERLQIVNNTEGDWWLAHSLTTGQTGYIPSNYVAPSDSIQAEEWYFGKITRRESERLLLNPENPRGTFLVRESETTKGAYCLSVSDFDNAKGLNVKHYKIRKLDSGGFYITSRTQFSSLQQLVAYYSKHADGLCHRLTNVCPTSKPQTQGLAKDAWEIPRESLRLEVKLGQGCFGVVWMGTWNGTTRVAIKTLKPGTMSPEAFLQEAQVMKKLRHEKLVQLYAVVSEEPIYIVTEYMSKGSLLDFLKGEMGKYLRLPQLVDMAAQIASGMAYVERMNYVHRDLRAANILVGENLVCKVADFGLARLIEDNEYTARQGAKFPIKWTAPEAALYGRFTIKSDVWSFGILLTELTTKGRVPYPGMVNREVLDQVERGYRMPCPPECPESLHDLMCQCWR.... The drug is Cc1ccc(NC(=O)c2cccc(C(F)(F)F)c2)cc1Nc1ncccc1-c1ncnc(Nc2ccc(OCCNC(=O)CCCCNC(=O)CCC3=[N+]4B(F)n5c(C)cc(C)c5C=C4C=C3)cc2)n1.